Dataset: Catalyst prediction with 721,799 reactions and 888 catalyst types from USPTO. Task: Predict which catalyst facilitates the given reaction. (1) Reactant: [CH:1](=[O:8])[C:2]1[CH:7]=[CH:6][CH:5]=[CH:4][CH:3]=1.[Li][CH3:10].[Li]CCCC.[SiH:16](Cl)([CH3:18])[CH3:17]. Product: [CH3:17][Si:16]1([CH3:18])[C:3]2[CH:4]=[CH:5][CH:6]=[CH:7][C:2]=2[CH:1]([CH3:10])[O:8]1. The catalyst class is: 28. (2) Reactant: [Cl:1][C:2]1[CH:7]=[CH:6][C:5]([C:8]2[N:12]([C:13]3[CH:18]=[CH:17][C:16]([S:19]([NH2:22])(=[O:21])=[O:20])=[CH:15][CH:14]=3)[N:11]=[C:10]([CH2:23]O)[CH:9]=2)=[CH:4][CH:3]=1.C1(C)C=CC(S([Cl:34])(=O)=O)=CC=1.[Cl-].[Li+].C(N(CC)CC)C. Product: [Cl:1][C:2]1[CH:7]=[CH:6][C:5]([C:8]2[N:12]([C:13]3[CH:18]=[CH:17][C:16]([S:19]([NH2:22])(=[O:21])=[O:20])=[CH:15][CH:14]=3)[N:11]=[C:10]([CH2:23][Cl:34])[CH:9]=2)=[CH:4][CH:3]=1. The catalyst class is: 54. (3) Reactant: [CH2:1]([S:8][C:9]1[CH:10]=[CH:11][C:12]([NH:22][C:23]2[CH:28]=[C:27]([C:29]#[N:30])[C:26]([Br:31])=[CH:25][C:24]=2[O:32][CH3:33])=[C:13](/[CH:15]=[CH:16]/[C:17]([O:19]CC)=O)[CH:14]=1)[C:2]1[CH:7]=[CH:6][CH:5]=[CH:4][CH:3]=1.CO.C[O-].[Na+]. Product: [CH2:1]([S:8][C:9]1[CH:14]=[C:13]2[C:12](=[CH:11][CH:10]=1)[N:22]([C:23]1[C:24]([O:32][CH3:33])=[CH:25][C:26]([Br:31])=[C:27]([CH:28]=1)[C:29]#[N:30])[C:17](=[O:19])[CH:16]=[CH:15]2)[C:2]1[CH:3]=[CH:4][CH:5]=[CH:6][CH:7]=1. The catalyst class is: 2. (4) Reactant: [N+:1]([C:4]1[CH:8]=[N:7][NH:6][C:5]=1[NH2:9])([O-:3])=[O:2].[CH2:10]([N:14]([C:24]1[CH:29]=[CH:28][CH:27]=[C:26]([C:30](=O)[CH:31]=[CH:32]N(C)C)[CH:25]=1)[S:15]([C:18]1[CH:23]=[CH:22][CH:21]=[CH:20][CH:19]=1)(=[O:17])=[O:16])[CH2:11][CH2:12][CH3:13].C(OCC)(=O)C. Product: [CH2:10]([N:14]([C:24]1[CH:29]=[CH:28][CH:27]=[C:26]([C:30]2[N:6]3[N:7]=[CH:8][C:4]([N+:1]([O-:3])=[O:2])=[C:5]3[N:9]=[CH:32][CH:31]=2)[CH:25]=1)[S:15]([C:18]1[CH:23]=[CH:22][CH:21]=[CH:20][CH:19]=1)(=[O:17])=[O:16])[CH2:11][CH2:12][CH3:13]. The catalyst class is: 15.